From a dataset of CYP3A4 inhibition data for predicting drug metabolism from PubChem BioAssay. Regression/Classification. Given a drug SMILES string, predict its absorption, distribution, metabolism, or excretion properties. Task type varies by dataset: regression for continuous measurements (e.g., permeability, clearance, half-life) or binary classification for categorical outcomes (e.g., BBB penetration, CYP inhibition). Dataset: cyp3a4_veith. The drug is COc1ncc2ncc(=O)n(C)c2n1. The result is 0 (non-inhibitor).